From a dataset of Catalyst prediction with 721,799 reactions and 888 catalyst types from USPTO. Predict which catalyst facilitates the given reaction. (1) Reactant: [Cl:1][C:2]1[CH:3]=[CH:4][C:5]([O:11][CH3:12])=[C:6]([CH:10]=1)[C:7](Cl)=[O:8].Cl.[CH3:14][O:15][CH2:16][CH2:17][O:18][C:19]1[CH:24]=[CH:23][C:22]([CH2:25][CH2:26][NH2:27])=[CH:21][C:20]=1[S:28](=[O:31])(=[O:30])[NH2:29].C(N(CC)CC)C.O. Product: [Cl:1][C:2]1[CH:3]=[CH:4][C:5]([O:11][CH3:12])=[C:6]([CH:10]=1)[C:7]([NH:27][CH2:26][CH2:25][C:22]1[CH:23]=[CH:24][C:19]([O:18][CH2:17][CH2:16][O:15][CH3:14])=[C:20]([S:28]([NH2:29])(=[O:31])=[O:30])[CH:21]=1)=[O:8]. The catalyst class is: 7. (2) Reactant: Br[C:2]1[CH:11]=[CH:10][CH:9]=[C:8]2[C:3]=1[C:4](=[O:13])[NH:5][C:6](=[O:12])[NH:7]2.[C:14]1(B(O)O)[CH:19]=[CH:18][CH:17]=[CH:16][CH:15]=1.C(=O)(O)[O-].[Na+]. Product: [C:14]1([C:2]2[CH:11]=[CH:10][CH:9]=[C:8]3[C:3]=2[C:4](=[O:13])[NH:5][C:6](=[O:12])[NH:7]3)[CH:19]=[CH:18][CH:17]=[CH:16][CH:15]=1. The catalyst class is: 108. (3) Reactant: Cl[C:2]1[CH:7]=[C:6]([N:8]2[CH2:13][CH2:12][C:11]([F:15])([F:14])[CH2:10][CH2:9]2)[C:5]([N+:16]([O-:18])=[O:17])=[CH:4][N:3]=1.[CH3:19]B(O)O.C(=O)([O-])[O-].[K+].[K+]. Product: [F:14][C:11]1([F:15])[CH2:12][CH2:13][N:8]([C:6]2[C:5]([N+:16]([O-:18])=[O:17])=[CH:4][N:3]=[C:2]([CH3:19])[CH:7]=2)[CH2:9][CH2:10]1. The catalyst class is: 70. (4) Reactant: [ClH:1].[NH2:2][C@@H:3]([C:6]1[CH:14]=[CH:13][C:9]([C:10]([OH:12])=[O:11])=[C:8]([N+:15]([O-:17])=[O:16])[CH:7]=1)[CH2:4][CH3:5].S([O-])([O-])(=O)=O.[Mg+2].S(=O)(=O)(O)O.[CH2:29]=[C:30]([CH3:32])[CH3:31].C(=O)([O-])O.[Na+]. Product: [ClH:1].[NH2:2][C@@H:3]([C:6]1[CH:14]=[CH:13][C:9]([C:10]([O:12][C:30]([CH3:32])([CH3:31])[CH3:29])=[O:11])=[C:8]([N+:15]([O-:17])=[O:16])[CH:7]=1)[CH2:4][CH3:5]. The catalyst class is: 2. (5) Reactant: [CH3:1][C:2]1[C:3]([C:11]2[CH:16]=[CH:15][C:14]([C:17]([F:20])([F:19])[F:18])=[CH:13][CH:12]=2)=[N:4][CH:5]=[C:6]([N+:8]([O-])=O)[CH:7]=1.[H][H]. Product: [CH3:1][C:2]1[CH:7]=[C:6]([NH2:8])[CH:5]=[N:4][C:3]=1[C:11]1[CH:12]=[CH:13][C:14]([C:17]([F:20])([F:18])[F:19])=[CH:15][CH:16]=1. The catalyst class is: 29. (6) Reactant: [CH:1]1([NH:6][C:7]2[N:12]3[N:13]=[C:14]([C:23]4[CH:28]=[CH:27][N:26]=[CH:25][CH:24]=4)[C:15]([C:16](=O)[CH:17]=[CH:18]N(C)C)=[C:11]3[CH:10]=[CH:9][CH:8]=2)[CH2:5][CH2:4][CH2:3][CH2:2]1.Cl.[CH:30]1([NH:35][C:36]([NH2:38])=[NH:37])[CH2:34][CH2:33][CH2:32][CH2:31]1.CC(C)([O-])C.[K+].O. Product: [CH:1]1([NH:6][C:7]2[N:12]3[N:13]=[C:14]([C:23]4[CH:24]=[CH:25][N:26]=[CH:27][CH:28]=4)[C:15]([C:16]4[CH:17]=[CH:18][N:38]=[C:36]([NH:35][CH:30]5[CH2:34][CH2:33][CH2:32][CH2:31]5)[N:37]=4)=[C:11]3[CH:10]=[CH:9][CH:8]=2)[CH2:2][CH2:3][CH2:4][CH2:5]1. The catalyst class is: 7. (7) Reactant: [CH:1]1[C:11]2[CH2:10][CH2:9][C:8]3[CH:12]=[CH:13][CH:14]=[CH:15][C:7]=3[C:6](=[C:16]3[CH2:21][CH2:20][CH:19]([NH2:22])[CH2:18][CH2:17]3)[C:5]=2[CH:4]=[CH:3][CH:2]=1.C(N(CC)CC)C.[Cl:30][C:31]1[CH:36]=[CH:35][C:34]([S:37](Cl)(=[O:39])=[O:38])=[CH:33][CH:32]=1. Product: [CH:12]1[C:8]2[CH2:9][CH2:10][C:11]3[CH:1]=[CH:2][CH:3]=[CH:4][C:5]=3[C:6](=[C:16]3[CH2:17][CH2:18][CH:19]([NH:22][S:37]([C:34]4[CH:35]=[CH:36][C:31]([Cl:30])=[CH:32][CH:33]=4)(=[O:39])=[O:38])[CH2:20][CH2:21]3)[C:7]=2[CH:15]=[CH:14][CH:13]=1. The catalyst class is: 3.